Dataset: Catalyst prediction with 721,799 reactions and 888 catalyst types from USPTO. Task: Predict which catalyst facilitates the given reaction. (1) Reactant: [CH3:1][O:2][C:3](=[O:10])[CH2:4][C:5]([CH:7]1[CH2:9][CH2:8]1)=[O:6].[Cl-].[Mg+2].[Cl-].[CH3:14][O:15][CH2:16][C:17](O[C:17](=[O:18])[CH2:16][O:15][CH3:14])=[O:18]. Product: [CH3:1][O:2][C:3](=[O:10])[CH:4]([C:5]([CH:7]1[CH2:9][CH2:8]1)=[O:6])[C:17](=[O:18])[CH2:16][O:15][CH3:14]. The catalyst class is: 17. (2) Reactant: [F:1][C:2]([F:31])([F:30])[CH2:3][O:4][CH2:5][CH2:6][O:7][CH2:8][CH2:9][O:10][CH2:11][CH2:12][O:13][CH2:14][CH2:15][O:16][CH2:17][CH2:18][O:19][CH2:20][CH2:21][O:22]CC1C=CC=CC=1.C(O)(=O)C. Product: [F:1][C:2]([F:30])([F:31])[CH2:3][O:4][CH2:5][CH2:6][O:7][CH2:8][CH2:9][O:10][CH2:11][CH2:12][O:13][CH2:14][CH2:15][O:16][CH2:17][CH2:18][O:19][CH2:20][CH2:21][OH:22]. The catalyst class is: 63. (3) Reactant: Cl[C:2]1[CH:7]=[CH:6][N:5]=[C:4]([NH:8][C:9]2[CH:16]=[CH:15][C:12]([C:13]#[N:14])=[CH:11][CH:10]=2)[N:3]=1.Cl.[CH3:18][C:19]1[CH:24]=[C:23]([CH:25]=[CH:26][C:27]#[N:28])[CH:22]=[C:21]([CH3:29])[C:20]=1[NH2:30].C(=O)([O-])[O-].[Na+].[Na+]. Product: [CH3:18][C:19]1[CH:24]=[C:23](/[CH:25]=[CH:26]/[C:27]#[N:28])[CH:22]=[C:21]([CH3:29])[C:20]=1[NH:30][C:2]1[CH:7]=[CH:6][N:5]=[C:4]([NH:8][C:9]2[CH:16]=[CH:15][C:12]([C:13]#[N:14])=[CH:11][CH:10]=2)[N:3]=1. The catalyst class is: 10. (4) Reactant: [CH2:1]([O:3][C:4]([C:6]1[NH:7][C:8]2[C:13]([CH:14]=1)=[CH:12][C:11]([OH:15])=[CH:10][CH:9]=2)=[O:5])[CH3:2].Br[CH2:17][C:18]([N:20]1[CH2:24][CH2:23][CH2:22][CH2:21]1)=[O:19].C(=O)([O-])[O-].[Cs+].[Cs+]. Product: [CH2:1]([O:3][C:4]([C:6]1[NH:7][C:8]2[C:13]([CH:14]=1)=[CH:12][C:11]([O:15][CH2:17][C:18](=[O:19])[N:20]1[CH2:24][CH2:23][CH2:22][CH2:21]1)=[CH:10][CH:9]=2)=[O:5])[CH3:2]. The catalyst class is: 42. (5) Reactant: [CH2:1]([O:3][C:4](=[O:17])[C:5]([O:8][C:9]1[CH:14]=[CH:13][C:12]([OH:15])=[CH:11][C:10]=1[CH3:16])([CH3:7])[CH3:6])[CH3:2].Cl[CH2:19][C:20]1[C:21]([CH3:37])=[N:22][C:23]([C:26]2[CH:31]=[CH:30][C:29]([C:32]([F:35])([F:34])[F:33])=[C:28]([F:36])[CH:27]=2)=[CH:24][CH:25]=1.C([O-])([O-])=O.[Cs+].[Cs+]. The catalyst class is: 10. Product: [CH2:1]([O:3][C:4](=[O:17])[C:5]([O:8][C:9]1[CH:14]=[CH:13][C:12]([O:15][CH2:19][C:20]2[C:21]([CH3:37])=[N:22][C:23]([C:26]3[CH:31]=[CH:30][C:29]([C:32]([F:34])([F:35])[F:33])=[C:28]([F:36])[CH:27]=3)=[CH:24][CH:25]=2)=[CH:11][C:10]=1[CH3:16])([CH3:6])[CH3:7])[CH3:2]. (6) Product: [Br:23][C:2]1([C:6]2[S:7][CH:8]=[CH:9][C:10]=2[C:11]2[S:12][CH:13]=[CH:14][CH:15]=2)[CH2:3][CH:4]=[CH:5][S:1]1. The catalyst class is: 53. Reactant: [S:1]1[CH:5]=[CH:4][CH:3]=[C:2]1[C:6]1[S:7][CH:8]=[CH:9][C:10]=1[C:11]1[S:12][CH:13]=[CH:14][CH:15]=1.C1C(=O)N([Br:23])C(=O)C1.CC(N=NC(C#N)(C)C)(C#N)C. (7) Reactant: [CH:1]([Si:4]([CH:62]([CH3:64])[CH3:63])([CH:59]([CH3:61])[CH3:60])[O:5][C@H:6]1[C@H:11]([O:12][Si:13]([CH:20]([CH3:22])[CH3:21])([CH:17]([CH3:19])[CH3:18])[CH:14]([CH3:16])[CH3:15])[C@@H:10]([CH2:23][O:24][Si](C(C)C)(C(C)C)C(C)C)[O:9][C@@H:8]([C:35]2[CH:40]=[CH:39][N:38]=[CH:37][C:36]=2[NH:41][C:42](=[O:58])[C:43]2[CH:48]=[CH:47][C:46]([F:49])=[C:45]([C:50]3[C:55]([F:56])=[CH:54][CH:53]=[CH:52][C:51]=3[F:57])[N:44]=2)[CH2:7]1)([CH3:3])[CH3:2].[OH-].[Na+]. Product: [F:57][C:51]1[CH:52]=[CH:53][CH:54]=[C:55]([F:56])[C:50]=1[C:45]1[N:44]=[C:43]([C:42]([NH:41][C:36]2[CH:37]=[N:38][CH:39]=[CH:40][C:35]=2[C@H:8]2[CH2:7][C@@H:6]([O:5][Si:4]([CH:59]([CH3:60])[CH3:61])([CH:1]([CH3:2])[CH3:3])[CH:62]([CH3:63])[CH3:64])[C@H:11]([O:12][Si:13]([CH:14]([CH3:16])[CH3:15])([CH:17]([CH3:19])[CH3:18])[CH:20]([CH3:22])[CH3:21])[C@@H:10]([CH2:23][OH:24])[O:9]2)=[O:58])[CH:48]=[CH:47][C:46]=1[F:49]. The catalyst class is: 1.